From a dataset of Full USPTO retrosynthesis dataset with 1.9M reactions from patents (1976-2016). Predict the reactants needed to synthesize the given product. (1) The reactants are: [C:1]([O:5][C:6]([N:8]1[C:12]2([CH2:17][CH2:16][CH2:15][NH:14][CH2:13]2)[CH2:11][CH2:10][CH2:9]1)=[O:7])([CH3:4])([CH3:3])[CH3:2].Cl[C:19]1[C:20]2[CH:27]=[CH:26][NH:25][C:21]=2[N:22]=[CH:23][N:24]=1.C(=O)([O-])[O-].[K+].[K+]. Given the product [C:1]([O:5][C:6]([N:8]1[C:12]2([CH2:17][CH2:16][CH2:15][N:14]([C:19]3[C:20]4[CH:27]=[CH:26][NH:25][C:21]=4[N:22]=[CH:23][N:24]=3)[CH2:13]2)[CH2:11][CH2:10][CH2:9]1)=[O:7])([CH3:4])([CH3:2])[CH3:3], predict the reactants needed to synthesize it. (2) Given the product [CH3:3][C:2](=[CH:5][CH:6]([CH3:7])[CH2:9][CH2:10][CH3:11])[CH:1]=[O:4], predict the reactants needed to synthesize it. The reactants are: [CH:1](=[O:4])[CH2:2][CH3:3].[CH3:5][CH:6]([CH2:9][CH2:10][CH3:11])[CH:7]=O.[OH-].[Na+].O. (3) Given the product [NH:20]1[C:21]2[C:17](=[CH:16][CH:15]=[C:6]([C:4]3[NH:3][C:7]([C:9]4[CH:31]=[CH:32][C:24]([NH2:23])=[C:25]([N+:33]([O-:35])=[O:34])[CH:26]=4)=[N:41][CH:5]=3)[CH:22]=2)[CH:18]=[N:19]1, predict the reactants needed to synthesize it. The reactants are: CC[N:3]([CH:7]([CH3:9])C)[CH:4]([CH3:6])[CH3:5].BrCC(C1[CH:22]=[C:21]2[C:17]([CH:18]=[N:19][NH:20]2)=[CH:16][CH:15]=1)=O.[NH2:23][C:24]1[CH:32]=[CH:31]C(C(O)=O)=[CH:26][C:25]=1[N+:33]([O-:35])=[O:34].CC(O)=O.C[N:41](C=O)C. (4) Given the product [F:20][C:21]1[CH:28]=[CH:27][C:24](/[CH:25]=[CH:26]/[C:11]2[CH:12]=[CH:13][C:8]([S:7]([F:19])([F:18])([F:17])([F:16])[F:6])=[CH:9][CH:10]=2)=[CH:23][CH:22]=1, predict the reactants needed to synthesize it. The reactants are: F[B-](F)(F)F.[F:6][S:7]([F:19])([F:18])([F:17])([F:16])[C:8]1[CH:13]=[CH:12][C:11]([N+]#N)=[CH:10][CH:9]=1.[F:20][C:21]1[CH:28]=[CH:27][C:24]([CH:25]=[CH2:26])=[CH:23][CH:22]=1. (5) Given the product [Cl:1][C:2]1[CH:3]=[C:4]([C:8]2[CH:13]=[CH:12][C:11]([CH2:14][C@H:15]([NH:23][C:24](=[O:30])[O:25][C:26]([CH3:29])([CH3:28])[CH3:27])[C:16]3[N:18]([CH2:19][CH2:20][C:21]#[N:22])[N:70]=[N:69][N:68]=3)=[CH:10][CH:9]=2)[CH:5]=[CH:6][CH:7]=1, predict the reactants needed to synthesize it. The reactants are: [Cl:1][C:2]1[CH:3]=[C:4]([C:8]2[CH:13]=[CH:12][C:11]([CH2:14][C@H:15]([NH:23][C:24](=[O:30])[O:25][C:26]([CH3:29])([CH3:28])[CH3:27])[C:16]([NH:18][CH2:19][CH2:20][C:21]#[N:22])=O)=[CH:10][CH:9]=2)[CH:5]=[CH:6][CH:7]=1.C1C=CC(P(C2C=CC=CC=2)C2C=CC=CC=2)=CC=1.CC(OC(/N=N/C(OC(C)C)=O)=O)C.C[Si]([N:68]=[N+:69]=[N-:70])(C)C. (6) The reactants are: [Cl:1][C:2]1[C:10]([C:11]2[CH:12]=[CH:13][C:14]([NH2:17])=[N:15][CH:16]=2)=[CH:9][C:5]2[O:6][CH2:7][CH2:8][C:4]=2[CH:3]=1.[F:18][C:19]1[CH:27]=[CH:26][CH:25]=[C:24]([F:28])[C:20]=1[C:21](Cl)=[O:22].CCN(C(C)C)C(C)C.C([O-])(O)=O.[Na+].C(Cl)Cl. Given the product [F:18][C:19]1[CH:27]=[CH:26][CH:25]=[C:24]([F:28])[C:20]=1[C:21]([NH:17][C:14]1[CH:13]=[CH:12][C:11]([C:10]2[C:2]([Cl:1])=[CH:3][C:4]3[CH2:8][CH2:7][O:6][C:5]=3[CH:9]=2)=[CH:16][N:15]=1)=[O:22], predict the reactants needed to synthesize it. (7) The reactants are: Cl.[F:2][C:3]1[C:4]([CH:10]([NH2:12])[CH3:11])=[N:5][CH:6]=[C:7]([F:9])[CH:8]=1.Cl[C:14]1[N:15]=[C:16]([NH:33][C:34]2[N:35]=[CH:36][N:37]([CH3:39])[CH:38]=2)[C:17]2[CH:22]=[CH:21][N:20]([S:23]([C:26]3[CH:31]=[CH:30][C:29]([CH3:32])=[CH:28][CH:27]=3)(=[O:25])=[O:24])[C:18]=2[N:19]=1.CCN(C(C)C)C(C)C. Given the product [F:2][C:3]1[C:4]([CH:10]([NH:12][C:14]2[N:15]=[C:16]([NH:33][C:34]3[N:35]=[CH:36][N:37]([CH3:39])[CH:38]=3)[C:17]3[CH:22]=[CH:21][N:20]([S:23]([C:26]4[CH:31]=[CH:30][C:29]([CH3:32])=[CH:28][CH:27]=4)(=[O:25])=[O:24])[C:18]=3[N:19]=2)[CH3:11])=[N:5][CH:6]=[C:7]([F:9])[CH:8]=1, predict the reactants needed to synthesize it. (8) The reactants are: Cl[S:2]([C:5]1[CH:10]=[CH:9][C:8]([F:11])=[CH:7][C:6]=1[CH2:12][C:13]([O:15][CH3:16])=[O:14])(=[O:4])=[O:3].[NH2:17][C:18]1[C:27]([C:28]([O:30][CH3:31])=[O:29])=[C:26]2[C:21]([CH:22]3[CH2:32][CH:23]3[CH2:24][O:25]2)=[CH:20][CH:19]=1. Given the product [F:11][C:8]1[CH:9]=[CH:10][C:5]([S:2]([NH:17][C:18]2[C:27]([C:28]([O:30][CH3:31])=[O:29])=[C:26]3[C:21]([CH:22]4[CH2:32][CH:23]4[CH2:24][O:25]3)=[CH:20][CH:19]=2)(=[O:4])=[O:3])=[C:6]([CH2:12][C:13]([O:15][CH3:16])=[O:14])[CH:7]=1, predict the reactants needed to synthesize it. (9) Given the product [CH:1]1([N:6]2[CH2:12][C:11]([F:14])([F:13])[C:10](=[O:15])[N:9]([CH3:16])[C:8]3[CH:17]=[N:18][C:19]([NH:21][C:22]4[C:30]([O:31][CH3:32])=[CH:29][C:25]([C:26]([NH:41][CH:38]5[CH2:39][CH2:40][N:35]([CH3:34])[CH2:36][CH2:37]5)=[O:27])=[C:24]([F:33])[CH:23]=4)=[N:20][C:7]2=3)[CH2:5][CH2:4][CH2:3][CH2:2]1, predict the reactants needed to synthesize it. The reactants are: [CH:1]1([N:6]2[CH2:12][C:11]([F:14])([F:13])[C:10](=[O:15])[N:9]([CH3:16])[C:8]3[CH:17]=[N:18][C:19]([NH:21][C:22]4[C:30]([O:31][CH3:32])=[CH:29][C:25]([C:26](O)=[O:27])=[C:24]([F:33])[CH:23]=4)=[N:20][C:7]2=3)[CH2:5][CH2:4][CH2:3][CH2:2]1.[CH3:34][N:35]1[CH2:40][CH2:39][CH:38]([NH2:41])[CH2:37][CH2:36]1. (10) The reactants are: C(OC([N:8]([CH2:17][C:18]1[C:22]([CH3:23])=[C:21]([C:24]2[CH:29]=[CH:28][N:27]=[CH:26][CH:25]=2)[S:20][C:19]=1[C:30]1[CH:35]=[CH:34][N:33]=[CH:32][CH:31]=1)[O:9]C(OC(C)(C)C)=O)=O)(C)(C)C.FC(F)(F)C(O)=O.C([O-])(O)=O.[Na+].C(Cl)[Cl:49]. Given the product [ClH:49].[ClH:49].[ClH:49].[N:33]1[CH:34]=[CH:35][C:30]([C:19]2[S:20][C:21]([C:24]3[CH:25]=[CH:26][N:27]=[CH:28][CH:29]=3)=[C:22]([CH3:23])[C:18]=2[CH2:17][NH:8][OH:9])=[CH:31][CH:32]=1, predict the reactants needed to synthesize it.